This data is from Drug-target binding data from BindingDB using IC50 measurements. The task is: Regression. Given a target protein amino acid sequence and a drug SMILES string, predict the binding affinity score between them. We predict pIC50 (pIC50 = -log10(IC50 in M); higher means more potent). Dataset: bindingdb_ic50. The drug is Cc1nc2scc(C)n2c(=O)c1S(=O)(=O)Nc1cccc(O)c1. The target protein (P87108) has sequence MSFLGFGGGQPQLSSQQKIQAAEAELDLVTDMFNKLVNNCYKKCINTSYSEGELNKNESSCLDRCVAKYFETNVQVGENMQKMGQSFNAAGKF. The pIC50 is 4.1.